From a dataset of Forward reaction prediction with 1.9M reactions from USPTO patents (1976-2016). Predict the product of the given reaction. (1) Given the reactants [NH2:1][C:2]1[C:3]([C:14]([O:16][CH3:17])=[O:15])=[CH:4][C:5]2[C:10]([CH:11]=1)=[CH:9][C:8]([O:12][CH3:13])=[CH:7][CH:6]=2.CO[CH:20](OC)[N:21]([CH3:23])[CH3:22], predict the reaction product. The product is: [CH3:20][N:21](/[CH:23]=[N:1]/[C:2]1[C:3]([C:14]([O:16][CH3:17])=[O:15])=[CH:4][C:5]2[C:10]([CH:11]=1)=[CH:9][C:8]([O:12][CH3:13])=[CH:7][CH:6]=2)[CH3:22]. (2) Given the reactants Cl[C:2]1[N:11]=[CH:10][CH:9]=[C:8]2[C:3]=1[CH:4]=[C:5]([C:21]1[CH:26]=[CH:25][CH:24]=[CH:23][CH:22]=1)[C:6](=[O:20])[N:7]2NC(OC(C)(C)C)=O.O.[CH3:28][N:29](C=O)C, predict the reaction product. The product is: [O:20]=[C:6]1[C:5]([C:21]2[CH:22]=[CH:23][CH:24]=[CH:25][CH:26]=2)=[CH:4][C:3]2[C:2]([C:28]#[N:29])=[N:11][CH:10]=[CH:9][C:8]=2[NH:7]1. (3) Given the reactants [CH3:1][O:2][CH2:3][CH2:4][O:5][C:6]1[CH:11]=[CH:10][C:9]([NH:12][C:13]2[N:14]=[CH:15][C:16]3[N:21](S(C4C=CC=CC=4)(=O)=O)[CH:20]=[C:19]([C:31]4[CH:32]=[C:33]([NH:37][C:38](=[O:41])[CH:39]=[CH2:40])[CH:34]=[CH:35][CH:36]=4)[C:17]=3[N:18]=2)=[CH:8][CH:7]=1, predict the reaction product. The product is: [CH3:1][O:2][CH2:3][CH2:4][O:5][C:6]1[CH:7]=[CH:8][C:9]([NH:12][C:13]2[N:14]=[CH:15][C:16]3[NH:21][CH:20]=[C:19]([C:31]4[CH:32]=[C:33]([NH:37][C:38](=[O:41])[CH:39]=[CH2:40])[CH:34]=[CH:35][CH:36]=4)[C:17]=3[N:18]=2)=[CH:10][CH:11]=1. (4) Given the reactants [Sn](Cl)Cl.Cl.[I:5][C:6]1[CH:24]=[CH:23][CH:22]=[CH:21][C:7]=1[O:8][CH2:9][C:10]1[CH:17]=[CH:16][CH:15]=[C:14]([N+:18]([O-])=O)[C:11]=1[C:12]#[N:13].[OH-].[K+], predict the reaction product. The product is: [NH2:18][C:14]1[CH:15]=[CH:16][CH:17]=[C:10]([CH2:9][O:8][C:7]2[CH:21]=[CH:22][CH:23]=[CH:24][C:6]=2[I:5])[C:11]=1[C:12]#[N:13]. (5) Given the reactants [C:1]([O:5][C:6](=[O:35])[N:7]([C:16]1[N:20]([CH3:21])[C:19]2[CH:22]=[CH:23][C:24]([N:26]([C:28]3[CH:33]=[CH:32][N:31]=[C:30](Cl)[N:29]=3)[CH3:27])=[CH:25][C:18]=2[N:17]=1)[C:8]1[CH:13]=[CH:12][C:11]([O:14][CH3:15])=[CH:10][CH:9]=1)([CH3:4])([CH3:3])[CH3:2].[CH3:36][S:37]([CH2:40][C:41]1[CH:42]=[C:43]([NH2:47])[CH:44]=[CH:45][CH:46]=1)(=[O:39])=[O:38], predict the reaction product. The product is: [C:1]([O:5][C:6](=[O:35])[N:7]([C:16]1[N:20]([CH3:21])[C:19]2[CH:22]=[CH:23][C:24]([N:26]([C:28]3[CH:33]=[CH:32][N:31]=[C:30]([NH:47][C:43]4[CH:44]=[CH:45][CH:46]=[C:41]([CH2:40][S:37]([CH3:36])(=[O:39])=[O:38])[CH:42]=4)[N:29]=3)[CH3:27])=[CH:25][C:18]=2[N:17]=1)[C:8]1[CH:13]=[CH:12][C:11]([O:14][CH3:15])=[CH:10][CH:9]=1)([CH3:4])([CH3:3])[CH3:2]. (6) Given the reactants [O:1]=[C:2]1[C:8]2[CH:9]=[CH:10][CH:11]=[CH:12][C:7]=2[S:6][CH2:5][C@@H:4]2[CH2:13][CH2:14][C@H:15]([C:17]([O:19]C)=[O:18])[CH2:16][N:3]12.[OH-].[Na+], predict the reaction product. The product is: [O:1]=[C:2]1[C:8]2[CH:9]=[CH:10][CH:11]=[CH:12][C:7]=2[S:6][CH2:5][CH:4]2[CH2:13][CH2:14][CH:15]([C:17]([OH:19])=[O:18])[CH2:16][N:3]12. (7) Given the reactants C(OC([N:8]1[CH2:13][CH2:12][CH:11]([O:14][C:15]2[CH:24]=[C:23](O)[CH:22]=[C:21]3[C:16]=2[C:17]([NH:26][C:27]2[C:32]([Cl:33])=[CH:31][CH:30]=[C:29]4[O:34][CH2:35][O:36][C:28]=24)=[N:18][CH:19]=[N:20]3)[CH2:10][CH2:9]1)=O)(C)(C)C.C1(C)C=CC(S([O:46][CH2:47][C:48]([F:51])([F:50])[F:49])(=O)=O)=CC=1.C(=O)([O-])[O-].[K+].[K+], predict the reaction product. The product is: [Cl:33][C:32]1[C:27]([NH:26][C:17]2[C:16]3[C:21](=[CH:22][C:23]([O:46][CH2:47][C:48]([F:51])([F:50])[F:49])=[CH:24][C:15]=3[O:14][CH:11]3[CH2:10][CH2:9][NH:8][CH2:13][CH2:12]3)[N:20]=[CH:19][N:18]=2)=[C:28]2[O:36][CH2:35][O:34][C:29]2=[CH:30][CH:31]=1. (8) Given the reactants [CH3:1][N:2]1[CH2:7][CH2:6][NH:5][CH2:4][CH2:3]1.Cl[CH2:9][CH2:10][CH2:11][C:12]([NH:14][C:15]1[CH:20]=[CH:19][CH:18]=[C:17]([CH:21]2[CH2:26][CH2:25][N:24]([C:27]3[CH:28]=[CH:29][C:30]4[N:31]([C:33]([C:36]([F:39])([F:38])[F:37])=[N:34][N:35]=4)[N:32]=3)[CH2:23][CH2:22]2)[CH:16]=1)=[O:13].[I-].[Na+], predict the reaction product. The product is: [CH3:1][N:2]1[CH2:7][CH2:6][N:5]([CH2:9][CH2:10][CH2:11][C:12]([NH:14][C:15]2[CH:20]=[CH:19][CH:18]=[C:17]([CH:21]3[CH2:26][CH2:25][N:24]([C:27]4[CH:28]=[CH:29][C:30]5[N:31]([C:33]([C:36]([F:39])([F:37])[F:38])=[N:34][N:35]=5)[N:32]=4)[CH2:23][CH2:22]3)[CH:16]=2)=[O:13])[CH2:4][CH2:3]1.